This data is from Catalyst prediction with 721,799 reactions and 888 catalyst types from USPTO. The task is: Predict which catalyst facilitates the given reaction. Reactant: C(OC([N:11]1[CH2:16][CH2:15][CH:14]([CH2:17][C:18](=O)[NH:19][CH:20]([C:37]2[C:42](Cl)=[N:41][CH:40]=[CH:39][N:38]=2)[C:21]2[CH:30]=[C:29]3[C:24]([CH:25]=[CH:26][C:27]([C:31]4[CH:36]=[CH:35][CH:34]=[CH:33][CH:32]=4)=[N:28]3)=[CH:23][CH:22]=2)[CH2:13][CH2:12]1)=O)C1C=CC=CC=1.[O:45]=P(Cl)(Cl)Cl.CN(C=O)C. Product: [C:31]1([C:27]2[CH:26]=[CH:25][C:24]3[C:29](=[CH:30][C:21]([C:20]4[N:19]=[C:18]([CH2:17][CH:14]5[CH2:13][CH2:12][NH:11][CH2:16][CH2:15]5)[N:38]5[CH:39]=[CH:40][N:41]=[C:42]([OH:45])[C:37]=45)=[CH:22][CH:23]=3)[N:28]=2)[CH:32]=[CH:33][CH:34]=[CH:35][CH:36]=1. The catalyst class is: 10.